Dataset: Full USPTO retrosynthesis dataset with 1.9M reactions from patents (1976-2016). Task: Predict the reactants needed to synthesize the given product. (1) Given the product [CH2:9]([N:16]1[CH:22]([CH3:23])[CH2:21][CH2:20][CH2:19][CH:18]([C:38]([O:40][CH3:41])=[O:39])[C:17]1=[O:24])[C:10]1[CH:15]=[CH:14][CH:13]=[CH:12][CH:11]=1, predict the reactants needed to synthesize it. The reactants are: C([N-]C(C)C)(C)C.[Li+].[CH2:9]([N:16]1[CH:22]([CH3:23])[CH2:21][CH2:20][CH2:19][CH2:18][C:17]1=[O:24])[C:10]1[CH:15]=[CH:14][CH:13]=[CH:12][CH:11]=1.CN(P(N(C)C)(N(C)C)=O)C.C([C:38]([O:40][CH3:41])=[O:39])#N. (2) Given the product [N:16]1[N:15]=[C:14]([C:7]2([C:9]3[S:10][CH:11]=[CH:12][CH:13]=3)[CH2:6][CH:5]([OH:4])[CH2:8]2)[N:18]2[CH2:19][CH2:20][CH2:21][CH2:22][CH2:23][CH2:24][C:17]=12, predict the reactants needed to synthesize it. The reactants are: COC[O:4][CH:5]1[CH2:8][C:7]([C:14]2[N:18]3[CH2:19][CH2:20][CH2:21][CH2:22][CH2:23][CH2:24][C:17]3=[N:16][N:15]=2)([C:9]2[S:10][CH:11]=[CH:12][CH:13]=2)[CH2:6]1.FC(F)(F)C(O)=O. (3) Given the product [C:30]([C:28]1[CH:27]=[CH:26][C:25]([OH:32])=[C:24]([S:21]([NH:20][CH2:19][CH2:18][C:10]2[CH:11]=[CH:12][C:13]([CH:15]([CH3:17])[CH3:16])=[CH:14][C:9]=2[OH:8])(=[O:23])=[O:22])[CH:29]=1)#[N:31], predict the reactants needed to synthesize it. The reactants are: C([O:8][C:9]1[CH:14]=[C:13]([CH:15]([CH3:17])[CH3:16])[CH:12]=[CH:11][C:10]=1[CH2:18][CH2:19][NH:20][S:21]([C:24]1[CH:29]=[C:28]([C:30]#[N:31])[CH:27]=[CH:26][C:25]=1[OH:32])(=[O:23])=[O:22])C1C=CC=CC=1. (4) Given the product [OH:25][C:7]1[C:8]2[S:18][C:17]([C:19]3[CH:24]=[CH:23][CH:22]=[CH:21][CH:20]=3)=[N:16][C:9]=2[C:10]([CH2:12][CH:13]([CH3:15])[CH3:14])=[N:11][C:6]=1[C:4]([NH:26][CH2:27][C:28]([OH:30])=[O:29])=[O:5], predict the reactants needed to synthesize it. The reactants are: C(O[C:4]([C:6]1[N:11]=[C:10]([CH2:12][CH:13]([CH3:15])[CH3:14])[C:9]2[N:16]=[C:17]([C:19]3[CH:24]=[CH:23][CH:22]=[CH:21][CH:20]=3)[S:18][C:8]=2[C:7]=1[OH:25])=[O:5])C.[NH2:26][CH2:27][C:28]([OH:30])=[O:29]. (5) Given the product [Br:8][C:3]1[C:4]([CH3:7])=[N:5][O:6][C:2]=1[NH:1][S:10]([C:13]1[CH:17]=[CH:16][S:15][C:14]=1[CH2:18][C:19]1[CH:24]=[CH:23][C:22]2[O:25][CH2:26][O:27][C:21]=2[CH:20]=1)(=[O:12])=[O:11], predict the reactants needed to synthesize it. The reactants are: [NH2:1][C:2]1[O:6][N:5]=[C:4]([CH3:7])[C:3]=1[Br:8].Cl[S:10]([C:13]1[CH:17]=[CH:16][S:15][C:14]=1[CH2:18][C:19]1[CH:24]=[CH:23][C:22]2[O:25][CH2:26][O:27][C:21]=2[CH:20]=1)(=[O:12])=[O:11]. (6) Given the product [C:13]1([C:8]2[CH:9]=[C:10]3[C:11]([NH2:12])=[N:3][NH:2][C:5]3=[CH:6][N:7]=2)[CH:18]=[CH:17][CH:16]=[CH:15][CH:14]=1, predict the reactants needed to synthesize it. The reactants are: O.[NH2:2][NH2:3].Cl[C:5]1[C:10]([C:11]#[N:12])=[CH:9][C:8]([C:13]2[CH:18]=[CH:17][CH:16]=[CH:15][CH:14]=2)=[N:7][CH:6]=1.